From a dataset of Experimentally validated miRNA-target interactions with 360,000+ pairs, plus equal number of negative samples. Binary Classification. Given a miRNA mature sequence and a target amino acid sequence, predict their likelihood of interaction. (1) The miRNA is mmu-miR-878-5p with sequence UAUCUAGUUGGAUGUCAAGACA. The protein sequence of the target gene is MGSTLGCHRSIPRDPSDLSHNRKFSAACNFSNILVNQERLNINTATEEELMTLPGVTRAVARSIVEYREYIGGFKKVEDLALVSGVGATKLEQVKFEICVSSKGNSAQHSPSSLRRDLLAEQQPHHLTTTVPLTPRVNINTATLAQLMSVRGLSEKMALSIVDYRREHGPFRSVEDLVRMDGINAAFLDRIRHQVFAERSRPPSTHTNGGLTFTAKPHPSPTSLSLQSEDLDLPPGGPTQIISMRPSVEAFGGMRDGRPVFRLATWNLQGCSVEKANNPGVREVVCMTLLENSIKLLAVQ.... Result: 0 (no interaction). (2) The miRNA is hsa-miR-484 with sequence UCAGGCUCAGUCCCCUCCCGAU. The protein sequence of the target gene is MFRRKLTALDYHNPAGFNCKDETEFRNFIVWLEDQKIRHYKIEDRGNLRNIHSSDWPKFFEKYLRDVNCPFKIQDRQEAIDWLLGLAVRLEYGDNAEKYKDLVPDNSKTADNATKNAEPLINLDVNNPDFKAGVMALANLLQIQRHDDYLVMLKAIRILVQERLTQDAVAKANQTKEGLPVALDKHILGFDTGDAVLNEAAQILRLLHIEELRELQTKINEAIVAVQAIIADPKTDHRLGKVGR. Result: 1 (interaction). (3) The miRNA is mmu-miR-9-5p with sequence UCUUUGGUUAUCUAGCUGUAUGA. The protein sequence of the target gene is MPKNKGKGGKNRRRGKNENESEKRELVFKEDGQEYAQVIKMLGNGRLEAMCFDGVRRLCHIRGKLRKKVWINTSDIILIGLRDYQDNKADVILKYNADEARSLKAYGELPEHAKINETDTFGPGDDDEIQFDDIGDDDEDIDDI. Result: 1 (interaction). (4) The protein sequence of the target gene is MQLQASLSFLLILTLCLELRSELARDTIKDLLPNVCAFPMEKGPCQTYMTRWFFNFETGECELFAYGGCGGNSNNFLRKEKCEKFCKFT. Result: 0 (no interaction). The miRNA is hsa-miR-26b-5p with sequence UUCAAGUAAUUCAGGAUAGGU. (5) The miRNA is hsa-miR-3614-3p with sequence UAGCCUUCAGAUCUUGGUGUUUU. The protein sequence of the target gene is MECNAKPPFQWELENLISFGTSTAEVPRKLKPMEWEIDGFDCTSLYSSSFAYAGSSGSDIAHAFSKSSKSTSISSSSAEVRTHNFTSETGESLPGEFAKGIDTSPSLELSFGSGDPVLGLKLGKRTYFEDFWEVENAKGLGLPVTLASSSVSPVKKSKSIPQRLQTPHCQVEGCNLDLSSAKDYHRKHRICENHSKFPKVVVSGVERRFCQQCSRFHCLSEFDEKKRSCRRRLSDHNARRRKPNPGRTYDGKPQVDFVWNRFALIHPRSEEKFIWPSSKHVPSRVLMPQPAKTEISDTEH.... Result: 0 (no interaction). (6) The miRNA is hsa-miR-3117-5p with sequence AGACACUAUACGAGUCAUAU. The protein sequence of the target gene is MGVCGYLFLPWKCLVVVSLRLLFLVPTGVPVRSGDATFPKAMDNVTVRQGESATLRCTIDNRVTRVAWLNRSTILYAGNDKWCLDPRVVLLSNTQTQYSIEIQNVDVYDEGPYTCSVQTDNHPKTSRVHLIVQVSPKIVEISSDISINEGNNISLTCIATGRPEPTVTWRHISPKAVGFVSEDEYLEIQGITREQSGDYECSASNDVAAPVVRRVKVTVNYPPYISEAKGTGVPVGQKGTLQCEASAVPSAEFQWYKDDKRLIEGKKGVKVENRPFLSKLIFFNVSEHDYGNYTCVASNK.... Result: 0 (no interaction). (7) The miRNA is hsa-miR-4696 with sequence UGCAAGACGGAUACUGUCAUCU. Result: 1 (interaction). The protein sequence of the target gene is MSRLLPLLRSRTARSLRPGPAAAAAPRPPSWCCCGRGLLALAPPGGLPGGPRRLGTHPKKEPMEALNTAQGARDFIYSLHSTERSCLLKELHRFESIAIAQEKLEAPPPTPGQLRYVFIHNAIPFIGFGFLDNAIMIVAGTHIEMSIGIILGISTMAAAALGNLVSDLAGLGLAGYVEALASRLGLSIPDLTPKQVDMWQTRLSTHLGKAVGVTIGCILGMFPLIFFGGGEEDEKLETKS.